The task is: Predict which catalyst facilitates the given reaction.. This data is from Catalyst prediction with 721,799 reactions and 888 catalyst types from USPTO. (1) Reactant: [CH2:1]([O:8][C:9]([NH:11][C@@H:12]([CH2:16][CH:17]1[CH2:22][CH2:21][CH2:20][CH2:19][CH2:18]1)[C:13]([OH:15])=O)=[O:10])[C:2]1[CH:7]=[CH:6][CH:5]=[CH:4][CH:3]=1.Cl.CN(C)CCCN=C=NCC.O.ON1C2C=CC=CC=2N=N1.[CH2:46]([CH2:48][NH2:49])[OH:47]. Product: [CH2:1]([O:8][C:9](=[O:10])[NH:11][C@H:12]([C:13](=[O:15])[NH:49][CH2:48][CH2:46][OH:47])[CH2:16][CH:17]1[CH2:22][CH2:21][CH2:20][CH2:19][CH2:18]1)[C:2]1[CH:3]=[CH:4][CH:5]=[CH:6][CH:7]=1. The catalyst class is: 2. (2) Reactant: [N:1]1([C:10]2[S:11][C:12]([C:27]([NH2:29])=[O:28])=[C:13]([O:15][CH2:16][C:17]3[CH:22]=[CH:21][CH:20]=[CH:19][C:18]=3[C:23]([F:26])([F:25])[F:24])[N:14]=2)[C:5]2[CH:6]=[CH:7][CH:8]=[CH:9][C:4]=2[N:3]=[CH:2]1.ClC1SC(C(N)=O)=C(OCC2C=CC=CC=2C(F)(F)[F:45])N=1.FC1C=CC2N=CNC=2C=1.C([O-])([O-])=O.[K+].[K+]. Product: [F:45][C:7]1[CH:8]=[CH:9][C:4]2[N:3]=[CH:2][N:1]([C:10]3[S:11][C:12]([C:27]([NH2:29])=[O:28])=[C:13]([O:15][CH2:16][C:17]4[CH:22]=[CH:21][CH:20]=[CH:19][C:18]=4[C:23]([F:26])([F:25])[F:24])[N:14]=3)[C:5]=2[CH:6]=1. The catalyst class is: 3. (3) Reactant: [Cl:1][C:2]1[CH:23]=[CH:22][C:5]([CH2:6][C:7]2[N:8]=[C:9]([C:15]3[CH:20]=[CH:19][N:18]=[C:17]([Cl:21])[CH:16]=3)[S:10][C:11]=2[C:12](O)=[O:13])=[CH:4][CH:3]=1.CC[N:26]=C=NCCCN(C)C.O.ON1C2C=CC=CC=2N=N1.[OH-].[NH4+]. The catalyst class is: 34. Product: [Cl:1][C:2]1[CH:23]=[CH:22][C:5]([CH2:6][C:7]2[N:8]=[C:9]([C:15]3[CH:20]=[CH:19][N:18]=[C:17]([Cl:21])[CH:16]=3)[S:10][C:11]=2[C:12]([NH2:26])=[O:13])=[CH:4][CH:3]=1. (4) Reactant: [Br:1][C:2]1[C:11]2[C:6](=[CH:7][C:8]([C:12]3[N:13]=[C:14]([C:17]4[CH:22]=[CH:21][CH:20]=[CH:19][CH:18]=4)[S:15][CH:16]=3)=[CH:9][CH:10]=2)[CH:5]=[CH:4][C:3]=1[O:23][CH2:24][C:25]([O:27]C)=[O:26].[OH-].[Na+]. Product: [Br:1][C:2]1[C:11]2[C:6](=[CH:7][C:8]([C:12]3[N:13]=[C:14]([C:17]4[CH:22]=[CH:21][CH:20]=[CH:19][CH:18]=4)[S:15][CH:16]=3)=[CH:9][CH:10]=2)[CH:5]=[CH:4][C:3]=1[O:23][CH2:24][C:25]([OH:27])=[O:26]. The catalyst class is: 87. (5) Reactant: [CH2:1]([N:5]1[C:14](=[O:15])[C:13]([C:16]#N)=[C:12]2[C:7]([CH2:8][CH2:9][CH2:10][CH2:11]2)=[CH:6]1)[CH2:2][CH2:3][CH3:4].[OH-:18].[K+].Cl.[OH2:21]. Product: [CH2:1]([N:5]1[C:14](=[O:15])[C:13]([C:16]([OH:21])=[O:18])=[C:12]2[C:7]([CH2:8][CH2:9][CH2:10][CH2:11]2)=[CH:6]1)[CH2:2][CH2:3][CH3:4]. The catalyst class is: 8. (6) Reactant: [C:1]([CH2:3][N:4]([S:14]([CH3:17])(=[O:16])=[O:15])[C:5]1[CH:10]=[CH:9][C:8]([N+:11]([O-])=O)=[CH:7][CH:6]=1)#[N:2]. Product: [C:1]([CH2:3][N:4]([C:5]1[CH:10]=[CH:9][C:8]([NH2:11])=[CH:7][CH:6]=1)[S:14]([CH3:17])(=[O:16])=[O:15])#[N:2]. The catalyst class is: 3. (7) Reactant: [CH2:1]([O:3][C:4](=[O:43])[C@@H:5]([NH:7][P:8]([O:28]CC1C2C=CC=CC=2C2C1=CC=CC=2)([O:10][CH2:11][C@H:12]1[O:16][C@@H:15]([N:17]2[CH:24]=[CH:23][C:21]([NH2:22])=[N:20][C:18]2=[O:19])[C@:14]([CH3:26])([OH:25])[C@@H:13]1[OH:27])=[O:9])[CH3:6])[CH3:2].N1CCCCC1. Product: [CH2:1]([O:3][C:4](=[O:43])[C@@H:5]([NH:7][P:8]([OH:28])([O:10][CH2:11][C@H:12]1[O:16][C@@H:15]([N:17]2[CH:24]=[CH:23][C:21]([NH2:22])=[N:20][C:18]2=[O:19])[C@:14]([CH3:26])([OH:25])[C@@H:13]1[OH:27])=[O:9])[CH3:6])[CH3:2]. The catalyst class is: 2. (8) The catalyst class is: 3. Product: [Br:1][C:2]1[N:3]=[C:4]([CH:8]([N:12]2[CH2:17][CH2:16][O:15][CH2:14][CH2:13]2)[CH2:9][F:10])[CH:5]=[CH:6][CH:7]=1. Reactant: [Br:1][C:2]1[CH:7]=[CH:6][CH:5]=[C:4]([CH:8](Br)[CH2:9][F:10])[N:3]=1.[NH:12]1[CH2:17][CH2:16][O:15][CH2:14][CH2:13]1.CCN(C(C)C)C(C)C.O. (9) Reactant: CON(C)[C:4](=[O:14])[CH2:5][CH2:6][C:7]([CH3:13])([CH3:12])[C:8]([O:10][CH3:11])=[O:9].[F:16][C:17]1[CH:18]=[C:19]([Mg]Br)[CH:20]=[C:21]([F:23])[CH:22]=1. Product: [F:16][C:17]1[CH:18]=[C:19]([C:4](=[O:14])[CH2:5][CH2:6][C:7]([CH3:12])([CH3:13])[C:8]([O:10][CH3:11])=[O:9])[CH:20]=[C:21]([F:23])[CH:22]=1. The catalyst class is: 1.